Dataset: Full USPTO retrosynthesis dataset with 1.9M reactions from patents (1976-2016). Task: Predict the reactants needed to synthesize the given product. (1) Given the product [C:2]1([CH3:1])[CH:3]=[CH:4][C:5]([S:8]([NH2:11])(=[O:9])=[O:10])=[CH:6][CH:7]=1.[CH3:1][C:2]1[CH:7]=[CH:6][C:5]([S:8]([NH:11][C:12](=[O:36])[O:13][CH2:14][CH2:15][C:16]2[CH:21]=[CH:20][C:19]([N:22]3[C:26]([CH3:27])=[C:25]([C:28]4[CH:33]=[CH:32][C:31]([O:38][CH3:37])=[CH:30][CH:29]=4)[C:24]([CH3:35])=[N:23]3)=[CH:18][CH:17]=2)(=[O:10])=[O:9])=[CH:4][CH:3]=1, predict the reactants needed to synthesize it. The reactants are: [CH3:1][C:2]1[CH:7]=[CH:6][C:5]([S:8]([NH:11][C:12](=[O:36])[O:13][CH2:14][CH2:15][C:16]2[CH:21]=[CH:20][C:19]([N:22]3[C:26]([CH3:27])=[C:25]([C:28]4[CH:33]=[CH:32][C:31](F)=[CH:30][CH:29]=4)[C:24]([CH3:35])=[N:23]3)=[CH:18][CH:17]=2)(=[O:10])=[O:9])=[CH:4][CH:3]=1.[CH3:37][O:38]C1C=CC(B(O)O)=CC=1. (2) The reactants are: C(OC([NH:8][CH2:9][C@H:10]1[CH2:15][CH2:14][C@H:13]([C:16]([NH:18][C@@H:19]([CH2:44][C:45]2[CH:50]=[CH:49][C:48]([C:51]3[CH:56]=[CH:55][C:54]([C:57](=[O:73])[NH:58][C@H:59]4[CH2:64][CH2:63][C@H:62]([O:65][Si](C(C)(C)C)(C)C)[CH2:61][CH2:60]4)=[CH:53][C:52]=3[CH3:74])=[CH:47][CH:46]=2)[C:20]([NH:22][C:23]2[CH:28]=[CH:27][C:26]([C:29]3[NH:30][C:31]([C:34]([F:43])([F:42])[C:35]([F:41])([F:40])[C:36]([O:38][CH3:39])=[O:37])=[N:32][N:33]=3)=[CH:25][CH:24]=2)=[O:21])=[O:17])[CH2:12][CH2:11]1)=O)(C)(C)C.[F:75][C:76]([F:81])([F:80])[C:77]([OH:79])=[O:78]. Given the product [F:75][C:76]([F:81])([F:80])[C:77]([OH:79])=[O:78].[NH2:8][CH2:9][C@H:10]1[CH2:15][CH2:14][C@H:13]([C:16]([NH:18][C@@H:19]([CH2:44][C:45]2[CH:46]=[CH:47][C:48]([C:51]3[CH:56]=[CH:55][C:54]([C:57](=[O:73])[NH:58][C@H:59]4[CH2:64][CH2:63][C@H:62]([O:65][C:77](=[O:78])[C:76]([F:81])([F:80])[F:75])[CH2:61][CH2:60]4)=[CH:53][C:52]=3[CH3:74])=[CH:49][CH:50]=2)[C:20]([NH:22][C:23]2[CH:28]=[CH:27][C:26]([C:29]3[NH:30][C:31]([C:34]([F:43])([F:42])[C:35]([F:41])([F:40])[C:36]([O:38][CH3:39])=[O:37])=[N:32][N:33]=3)=[CH:25][CH:24]=2)=[O:21])=[O:17])[CH2:12][CH2:11]1, predict the reactants needed to synthesize it. (3) Given the product [Cl:9][CH2:10][CH2:11][C:12]([NH:6][C:5]1[CH:7]=[CH:8][C:2]([F:1])=[CH:3][CH:4]=1)=[O:13], predict the reactants needed to synthesize it. The reactants are: [F:1][C:2]1[CH:8]=[CH:7][C:5]([NH2:6])=[CH:4][CH:3]=1.[Cl:9][CH2:10][CH2:11][C:12](Cl)=[O:13]. (4) Given the product [CH3:1][C:2]([C:8]1[CH:13]=[CH:12][CH:11]=[CH:10][CH:9]=1)([CH3:7])[CH2:3][C:4]([Cl:16])=[O:5], predict the reactants needed to synthesize it. The reactants are: [CH3:1][C:2]([C:8]1[CH:13]=[CH:12][CH:11]=[CH:10][CH:9]=1)([CH3:7])[CH2:3][C:4](O)=[O:5].S(Cl)([Cl:16])=O. (5) Given the product [NH2:15][C:2]1([C:11]([O:13][CH3:14])=[O:12])[C:10]2[C:5](=[CH:6][CH:7]=[CH:8][CH:9]=2)[CH2:4][CH:3]1[OH:1], predict the reactants needed to synthesize it. The reactants are: [O:1]1[CH:3]2[CH2:4][C:5]3[CH:6]=[CH:7][CH:8]=[CH:9][C:10]=3[C:2]12[C:11]([O:13][CH3:14])=[O:12].[N-:15]=[N+]=[N-].[Na+].[Cl-].[NH4+].C(=O)([O-])O.[Na+]. (6) Given the product [F:19][C:20]1[CH:25]=[CH:24][C:23]([S:15]([C:4]2[C:3]([O:2][CH3:1])=[CH:14][C:7]3[CH2:8][CH2:9][N:10]([CH3:13])[CH2:11][CH2:12][C:6]=3[CH:5]=2)(=[O:17])=[O:16])=[CH:22][CH:21]=1, predict the reactants needed to synthesize it. The reactants are: [CH3:1][O:2][C:3]1[C:4]([S:15](F)(=[O:17])=[O:16])=[CH:5][C:6]2[CH2:12][CH2:11][N:10]([CH3:13])[CH2:9][CH2:8][C:7]=2[CH:14]=1.[F:19][C:20]1[CH:25]=[CH:24][C:23]([Mg]Br)=[CH:22][CH:21]=1.O.O.O.O.C(C(C(C([O-])=O)O)O)([O-])=O.[K+].[Na+].C(OCC)C.